This data is from Peptide-MHC class I binding affinity with 185,985 pairs from IEDB/IMGT. The task is: Regression. Given a peptide amino acid sequence and an MHC pseudo amino acid sequence, predict their binding affinity value. This is MHC class I binding data. (1) The peptide sequence is VTGPVGQLW. The MHC is HLA-B58:01 with pseudo-sequence HLA-B58:01. The binding affinity (normalized) is 0.550. (2) The peptide sequence is RRFFPYYVY. The MHC is HLA-A69:01 with pseudo-sequence HLA-A69:01. The binding affinity (normalized) is 0.0847.